Predict the reactants needed to synthesize the given product. From a dataset of Full USPTO retrosynthesis dataset with 1.9M reactions from patents (1976-2016). Given the product [NH2:1][C:2]1[N:7]=[C:6]([NH:8][C:9]2[CH:10]=[CH:11][C:12]([CH2:13][O:14][C:15](=[O:25])[CH2:16][NH2:17])=[CH:26][CH:27]=2)[CH:5]=[C:4]([C:28]2[CH:33]=[C:32]([Cl:34])[CH:31]=[CH:30][C:29]=2[O:35][CH2:36][CH3:37])[N:3]=1, predict the reactants needed to synthesize it. The reactants are: [NH2:1][C:2]1[N:7]=[C:6]([NH:8][C:9]2[CH:27]=[CH:26][C:12]([CH2:13][O:14][C:15](=[O:25])[CH2:16][NH:17]C(OC(C)(C)C)=O)=[CH:11][CH:10]=2)[CH:5]=[C:4]([C:28]2[CH:33]=[C:32]([Cl:34])[CH:31]=[CH:30][C:29]=2[O:35][CH2:36][CH3:37])[N:3]=1.Cl.